Dataset: NCI-60 drug combinations with 297,098 pairs across 59 cell lines. Task: Regression. Given two drug SMILES strings and cell line genomic features, predict the synergy score measuring deviation from expected non-interaction effect. Drug 1: C1=NC2=C(N=C(N=C2N1C3C(C(C(O3)CO)O)O)F)N. Drug 2: C1CC(=O)NC(=O)C1N2C(=O)C3=CC=CC=C3C2=O. Cell line: HOP-62. Synergy scores: CSS=18.6, Synergy_ZIP=-3.67, Synergy_Bliss=-5.00, Synergy_Loewe=-8.96, Synergy_HSA=-6.87.